From a dataset of Aqueous solubility values for 9,982 compounds from the AqSolDB database. Regression/Classification. Given a drug SMILES string, predict its absorption, distribution, metabolism, or excretion properties. Task type varies by dataset: regression for continuous measurements (e.g., permeability, clearance, half-life) or binary classification for categorical outcomes (e.g., BBB penetration, CYP inhibition). For this dataset (solubility_aqsoldb), we predict Y. (1) The molecule is Clc1cc(Cl)cc(-c2c(Cl)c(Cl)c(Cl)c(Cl)c2Cl)c1. The Y is -9.10 log mol/L. (2) The compound is Cc1cc(C(C)(C)C)c(OP2OCC3(CO2)COP(Oc2c(C(C)(C)C)cc(C)cc2C(C)(C)C)OC3)c(C(C)(C)C)c1. The Y is -7.80 log mol/L. (3) The drug is C=C(C)C(=O)OC(C)(C)C. The Y is -2.49 log mol/L. (4) The compound is NCc1ccco1. The Y is 1.01 log mol/L.